Dataset: Catalyst prediction with 721,799 reactions and 888 catalyst types from USPTO. Task: Predict which catalyst facilitates the given reaction. (1) Reactant: [F:1][C:2]1[CH:10]=[CH:9][C:8]([N+:11]([O-:13])=[O:12])=[CH:7][C:3]=1[C:4]([OH:6])=O.[O:14]1[C:18]2[CH:19]=[CH:20][C:21]([CH2:23][NH2:24])=[CH:22][C:17]=2[O:16][CH2:15]1.Cl.CN(C)CCCN=C=NCC.ON1C2C=CC=CC=2N=N1. Product: [F:1][C:2]1[CH:10]=[CH:9][C:8]([N+:11]([O-:13])=[O:12])=[CH:7][C:3]=1[C:4]([NH:24][CH2:23][C:21]1[CH:20]=[CH:19][C:18]2[O:14][CH2:15][O:16][C:17]=2[CH:22]=1)=[O:6]. The catalyst class is: 9. (2) The catalyst class is: 42. Reactant: [C:1]([O:5][C:6]([N:8]1[CH2:12][CH2:11][CH2:10][C@H:9]1[C:13]#[CH:14])=[O:7])([CH3:4])([CH3:3])[CH3:2].[C:15]1([N:21]=[N+:22]=[N-:23])[CH:20]=[CH:19][CH:18]=[CH:17][CH:16]=1. Product: [C:1]([O:5][C:6]([N:8]1[CH2:12][CH2:11][CH2:10][C@H:9]1[C:13]1[N:23]=[N:22][N:21]([C:15]2[CH:20]=[CH:19][CH:18]=[CH:17][CH:16]=2)[CH:14]=1)=[O:7])([CH3:4])([CH3:3])[CH3:2]. (3) Reactant: [NH:1]1[CH2:5][CH2:4][C@@H:3]([NH:6][C:7]2[C:8]3[CH:9]=[CH:10][N:11]=[CH:12][C:13]=3[CH:14]=[CH:15][CH:16]=2)[CH2:2]1.[C:17]([O:25][CH2:26][CH2:27][O:28][C:29]1[CH:34]=[CH:33][CH:32]=[C:31]([CH:35]=O)[CH:30]=1)(=[O:24])[C:18]1[CH:23]=[CH:22][CH:21]=[N:20][CH:19]=1.C(O[BH-](OC(=O)C)OC(=O)C)(=O)C.[Na+]. Product: [C:17]([O:25][CH2:26][CH2:27][O:28][C:29]1[CH:34]=[CH:33][CH:32]=[C:31]([CH2:35][N:1]2[CH2:5][CH2:4][C@@H:3]([NH:6][C:7]3[CH:16]=[CH:15][CH:14]=[C:13]4[C:8]=3[CH:9]=[CH:10][N:11]=[CH:12]4)[CH2:2]2)[CH:30]=1)(=[O:24])[C:18]1[CH:23]=[CH:22][CH:21]=[N:20][CH:19]=1. The catalyst class is: 1.